This data is from Catalyst prediction with 721,799 reactions and 888 catalyst types from USPTO. The task is: Predict which catalyst facilitates the given reaction. (1) Reactant: Cl[CH2:2][C:3]1[CH:8]=[CH:7][C:6]([CH2:9][OH:10])=[CH:5][CH:4]=1.[CH3:11][C:12]1[CH:13]=[N:14][NH:15][CH:16]=1.C(=O)([O-])[O-].[K+].[K+]. Product: [CH3:11][C:12]1[CH:13]=[N:14][N:15]([CH2:2][C:3]2[CH:8]=[CH:7][C:6]([CH2:9][OH:10])=[CH:5][CH:4]=2)[CH:16]=1. The catalyst class is: 23. (2) Reactant: [Br:1][C:2]1[CH:7]=[CH:6][C:5]([CH2:8][C:9]([OH:11])=O)=[CH:4][CH:3]=1.Cl.[O:13]1[C:17]2[CH:18]=[CH:19][C:20]([CH2:22][CH2:23][NH2:24])=[CH:21][C:16]=2[O:15][CH2:14]1.C(N(CC)CC)C.C(P(=O)(OCC)OCC)#N. Product: [O:13]1[C:17]2[CH:18]=[CH:19][C:20]([CH2:22][CH2:23][NH:24][C:9](=[O:11])[CH2:8][C:5]3[CH:4]=[CH:3][C:2]([Br:1])=[CH:7][CH:6]=3)=[CH:21][C:16]=2[O:15][CH2:14]1. The catalyst class is: 3. (3) Reactant: [F:1][C:2]([F:13])([F:12])[C:3]1[C:4]([C:9]([OH:11])=O)=[N:5][CH:6]=[CH:7][CH:8]=1.F[P-](F)(F)(F)(F)F.CN(C(ON1C2=NC=CC=C2N=N1)=[N+](C)C)C.C(N(CC)C(C)C)(C)C.[F:47][C:48]([F:68])([F:67])[C:49]1[CH:53]=[CH:52][N:51]([C:54]2[N:55]=[CH:56][C:57]([C:60]3[CH:65]=[CH:64][CH:63]=[CH:62][C:61]=3[NH2:66])=[N:58][CH:59]=2)[N:50]=1. Product: [F:12][C:2]([F:1])([F:13])[C:3]1[C:4]([C:9]([NH:66][C:61]2[CH:62]=[CH:63][CH:64]=[CH:65][C:60]=2[C:57]2[CH:56]=[N:55][C:54]([N:51]3[CH:52]=[CH:53][C:49]([C:48]([F:68])([F:67])[F:47])=[N:50]3)=[CH:59][N:58]=2)=[O:11])=[N:5][CH:6]=[CH:7][CH:8]=1. The catalyst class is: 46. (4) Reactant: [CH:1]([N-]C(C)C)(C)C.[Li+].[CH3:9][C:10]1[C:18]2[C:13](=[N:14][CH:15]=[CH:16][CH:17]=2)[N:12]([S:19]([C:22]2[CH:27]=[CH:26][CH:25]=[CH:24][CH:23]=2)(=[O:21])=[O:20])[CH:11]=1.CI.O. Product: [CH3:1][C:11]1[N:12]([S:19]([C:22]2[CH:27]=[CH:26][CH:25]=[CH:24][CH:23]=2)(=[O:20])=[O:21])[C:13]2=[N:14][CH:15]=[CH:16][CH:17]=[C:18]2[C:10]=1[CH3:9]. The catalyst class is: 266. (5) Reactant: [C:1]([O:5][C:6]([NH:8][CH2:9][C@H:10]1[CH2:15][CH2:14][C@H:13]([C:16]([NH:18][C@@H:19]([CH2:23][C:24]2[CH:29]=[CH:28][C:27]([C:30]3[CH:35]=[CH:34][C:33]([C:36](=[O:51])[NH:37][CH:38]4[CH2:43][CH2:42][N:41]([C:44]([O:46][C:47]([CH3:50])([CH3:49])[CH3:48])=[O:45])[CH2:40][CH2:39]4)=[CH:32][C:31]=3[CH3:52])=[CH:26][CH:25]=2)[C:20](O)=[O:21])=[O:17])[CH2:12][CH2:11]1)=[O:7])([CH3:4])([CH3:3])[CH3:2].[NH2:53][C:54]1[CH:63]=[CH:62][C:57]2[NH:58][C:59](=[O:61])[O:60][C:56]=2[CH:55]=1.C(N(CC)C(C)C)(C)C.F[P-](F)(F)(F)(F)F.CN(C(ON1C2=NC=CC=C2N=N1)=[N+](C)C)C. Product: [C:1]([O:5][C:6]([NH:8][CH2:9][C@H:10]1[CH2:15][CH2:14][C@H:13]([C:16]([NH:18][C@H:19]([C:20](=[O:21])[NH:53][C:54]2[CH:63]=[CH:62][C:57]3[NH:58][C:59](=[O:61])[O:60][C:56]=3[CH:55]=2)[CH2:23][C:24]2[CH:29]=[CH:28][C:27]([C:30]3[CH:35]=[CH:34][C:33]([C:36]([NH:37][CH:38]4[CH2:39][CH2:40][N:41]([C:44]([O:46][C:47]([CH3:50])([CH3:49])[CH3:48])=[O:45])[CH2:42][CH2:43]4)=[O:51])=[CH:32][C:31]=3[CH3:52])=[CH:26][CH:25]=2)=[O:17])[CH2:12][CH2:11]1)=[O:7])([CH3:3])([CH3:2])[CH3:4]. The catalyst class is: 35. (6) Reactant: [CH3:1][O:2][C:3]1[CH:4]=[C:5]2[O:9][C:8]([C:10]3[CH:15]=[CH:14][CH:13]=[CH:12][CH:11]=3)=[N:7][C:6]2=[C:16]([C:18]([OH:20])=O)[CH:17]=1.Cl.C(N=C=NCCCN(C)C)C.ON1C2C=CC=CC=2N=N1.Cl.Cl.[NH2:45][C@H:46]1[CH:51]2[CH2:52][CH2:53][N:48]([CH2:49][CH2:50]2)[CH2:47]1.C(N(CC)CC)C. Product: [N:48]12[CH2:53][CH2:52][CH:51]([CH2:50][CH2:49]1)[C@H:46]([NH:45][C:18]([C:16]1[CH:17]=[C:3]([O:2][CH3:1])[CH:4]=[C:5]3[O:9][C:8]([C:10]4[CH:11]=[CH:12][CH:13]=[CH:14][CH:15]=4)=[N:7][C:6]=13)=[O:20])[CH2:47]2. The catalyst class is: 174. (7) Reactant: C([O:5][C:6](=[O:57])[CH:7]([NH:36][C:37](=[O:56])[NH:38][CH:39]([CH2:47][CH2:48][C:49]([O:51]C(C)(C)C)=[O:50])[C:40]([O:42]C(C)(C)C)=[O:41])[CH2:8][CH2:9][CH2:10][CH2:11][NH:12][C:13](=[O:35])[CH2:14][N:15]1[C:19]([CH2:20][NH:21][C:22]2[CH:27]=[CH:26][C:25]([N+:28]([O-:30])=[O:29])=[CH:24][C:23]=2[N+:31]([O-:33])=[O:32])=[C:18]([I:34])[N:17]=[N:16]1)(C)(C)C.C(Cl)Cl. Product: [C:6]([C@H:7]([NH:36][C:37](=[O:56])[NH:38][C@H:39]([CH2:47][CH2:48][C:49]([OH:51])=[O:50])[C:40]([OH:42])=[O:41])[CH2:8][CH2:9][CH2:10][CH2:11][NH:12][C:13](=[O:35])[CH2:14][N:15]1[C:19]([CH2:20][NH:21][C:22]2[CH:27]=[CH:26][C:25]([N+:28]([O-:30])=[O:29])=[CH:24][C:23]=2[N+:31]([O-:33])=[O:32])=[C:18]([I:34])[N:17]=[N:16]1)([OH:57])=[O:5]. The catalyst class is: 484.